This data is from Forward reaction prediction with 1.9M reactions from USPTO patents (1976-2016). The task is: Predict the product of the given reaction. (1) Given the reactants [CH3:1][O:2][C:3]1[CH:4]=[C:5]([CH:24]=[CH:25][CH:26]=1)[CH2:6][NH:7][C:8]([C:10]1[S:11][C:12](B2OC(C)(C)C(C)(C)O2)=[CH:13][CH:14]=1)=[O:9].I[C:28]1[CH:29]=[C:30]2[C:34](=[CH:35][CH:36]=1)[NH:33][N:32]=[CH:31]2.C([O-])([O-])=O.[Na+].[Na+].COCCOC, predict the reaction product. The product is: [NH:33]1[C:34]2[C:30](=[CH:29][C:28]([C:12]3[S:11][C:10]([C:8]([NH:7][CH2:6][C:5]4[CH:24]=[CH:25][CH:26]=[C:3]([O:2][CH3:1])[CH:4]=4)=[O:9])=[CH:14][CH:13]=3)=[CH:36][CH:35]=2)[CH:31]=[N:32]1. (2) Given the reactants [NH2:1][CH:2]1[C:8](=[O:9])[NH:7][C:6]2[CH:10]=[CH:11][CH:12]=[CH:13][C:5]=2[C:4]([C:14]2[C:19]([O:20][CH2:21][CH3:22])=[CH:18][C:17]([Cl:23])=[CH:16][C:15]=2[Cl:24])=[N:3]1.[F:25][C:26]1[CH:27]=[CH:28][C:29]([O:35][CH2:36][CH2:37][O:38][CH3:39])=[C:30]([CH:34]=1)[C:31](O)=[O:32], predict the reaction product. The product is: [Cl:24][C:15]1[CH:16]=[C:17]([Cl:23])[CH:18]=[C:19]([O:20][CH2:21][CH3:22])[C:14]=1[C:4]1[C:5]2[CH:13]=[CH:12][CH:11]=[CH:10][C:6]=2[NH:7][C:8](=[O:9])[CH:2]([NH:1][C:31](=[O:32])[C:30]2[CH:34]=[C:26]([F:25])[CH:27]=[CH:28][C:29]=2[O:35][CH2:36][CH2:37][O:38][CH3:39])[N:3]=1. (3) Given the reactants C(=O)([O-])[O-].[Cs+].[Cs+].C1(P(C2C=CC=CC=2)C2C=CC3C(=CC=CC=3)C=2C2C3C(=CC=CC=3)C=CC=2P(C2C=CC=CC=2)C2C=CC=CC=2)C=CC=CC=1.Br[C:54]1[S:58][C:57]([C:59]([O:61][CH2:62][CH3:63])=[O:60])=[CH:56][CH:55]=1.[NH:64]1[CH2:69][CH2:68][CH2:67][CH2:66][CH2:65]1, predict the reaction product. The product is: [CH2:62]([O:61][C:59]([C:57]1[S:58][C:54]([N:64]2[CH2:69][CH2:68][CH2:67][CH2:66][CH2:65]2)=[CH:55][CH:56]=1)=[O:60])[CH3:63].